This data is from Full USPTO retrosynthesis dataset with 1.9M reactions from patents (1976-2016). The task is: Predict the reactants needed to synthesize the given product. (1) Given the product [CH2:1]([O:8][C:9]1[CH:14]=[CH:13][C:12]([C:15]2[NH:29][C:18]3=[N:19][C:20]([CH:23]4[CH2:28][CH2:27][N:26]([S:42]([CH:39]5[CH2:41][CH2:40]5)(=[O:44])=[O:43])[CH2:25][CH2:24]4)=[CH:21][CH:22]=[C:17]3[N:16]=2)=[CH:11][CH:10]=1)[C:2]1[CH:3]=[CH:4][CH:5]=[CH:6][CH:7]=1, predict the reactants needed to synthesize it. The reactants are: [CH2:1]([O:8][C:9]1[CH:14]=[CH:13][C:12]([C:15]2[NH:29][C:18]3=[N:19][C:20]([CH:23]4[CH2:28][CH2:27][NH:26][CH2:25][CH2:24]4)=[CH:21][CH:22]=[C:17]3[N:16]=2)=[CH:11][CH:10]=1)[C:2]1[CH:7]=[CH:6][CH:5]=[CH:4][CH:3]=1.CCN(C(C)C)C(C)C.[CH:39]1([S:42](Cl)(=[O:44])=[O:43])[CH2:41][CH2:40]1.O. (2) Given the product [O:27]=[C:26]1[CH:25]([CH2:29][CH2:30][C:31]([OH:33])=[O:32])[CH2:24][CH2:23][CH2:22][S:21]1, predict the reactants needed to synthesize it. The reactants are: C(S[S:21][CH2:22][CH2:23][CH2:24][CH:25]([CH2:29][CH2:30][C:31]([OH:33])=[O:32])[C:26](O)=[O:27])(C1C=CC=CC=1)(C1C=CC=CC=1)C1C=CC=CC=1.FC(F)(F)C(O)=O.C([SiH](CC)CC)C. (3) The reactants are: [CH3:1][C@@H:2]([CH2:8][CH:9]=[CH2:10])[C@H:3]([S:5]([O-:7])=[O:6])[CH3:4].[Na+].CC([O-])=O.[K+].[NH2:17]OS(O)(=O)=O. Given the product [CH3:1][C@@H:2]([CH2:8][CH:9]=[CH2:10])[C@H:3]([S:5]([NH2:17])(=[O:7])=[O:6])[CH3:4], predict the reactants needed to synthesize it.